From a dataset of Reaction yield outcomes from USPTO patents with 853,638 reactions. Predict the reaction yield, written as a fraction of the theoretical maximum amount of product (1.0 means a 100% yield; for example, 0.34 means a 34% yield). (1) The reactants are C[Si]([C:5]#[C:6][C:7]1[CH:12]=[CH:11][C:10]([S:13]([NH2:16])(=[O:15])=[O:14])=[CH:9][CH:8]=1)(C)C.CCCC[N+](CCCC)(CCCC)CCCC.[F-].CCOC(C)=O.Cl. The catalyst is C1COCC1. The product is [C:6]([C:7]1[CH:8]=[CH:9][C:10]([S:13]([NH2:16])(=[O:14])=[O:15])=[CH:11][CH:12]=1)#[CH:5]. The yield is 0.620. (2) The reactants are [Cl:1][C:2]1[CH:3]=[CH:4][C:5]([N+:9]([O-:11])=[O:10])=[C:6]([NH2:8])[CH:7]=1.[CH3:12][C:13](=O)[CH2:14][CH2:15][C:16](=O)[CH3:17].C1(C)C=CC=CC=1. The catalyst is C1COCC1.OS(O)(=O)=O.C(Cl)Cl. The product is [Cl:1][C:2]1[CH:3]=[CH:4][C:5]([N+:9]([O-:11])=[O:10])=[C:6]([N:8]2[C:16]([CH3:17])=[CH:15][CH:14]=[C:13]2[CH3:12])[CH:7]=1. The yield is 0.250.